From a dataset of Catalyst prediction with 721,799 reactions and 888 catalyst types from USPTO. Predict which catalyst facilitates the given reaction. Reactant: [Cl:1][C:2]1[C:7]([CH:8]([C:10]2[CH:15]=[CH:14][CH:13]=[C:12]([O:16][CH3:17])[CH:11]=2)[OH:9])=[CH:6][N:5]=[C:4]([S:18][CH3:19])[N:3]=1. Product: [Cl:1][C:2]1[C:7]([C:8]([C:10]2[CH:15]=[CH:14][CH:13]=[C:12]([O:16][CH3:17])[CH:11]=2)=[O:9])=[CH:6][N:5]=[C:4]([S:18][CH3:19])[N:3]=1. The catalyst class is: 428.